Regression. Given two drug SMILES strings and cell line genomic features, predict the synergy score measuring deviation from expected non-interaction effect. From a dataset of NCI-60 drug combinations with 297,098 pairs across 59 cell lines. (1) Drug 1: CC12CCC(CC1=CCC3C2CCC4(C3CC=C4C5=CN=CC=C5)C)O. Drug 2: CNC(=O)C1=CC=CC=C1SC2=CC3=C(C=C2)C(=NN3)C=CC4=CC=CC=N4. Cell line: NCI-H226. Synergy scores: CSS=6.11, Synergy_ZIP=-0.426, Synergy_Bliss=3.06, Synergy_Loewe=-0.468, Synergy_HSA=0.668. (2) Drug 1: C1=NC(=NC(=O)N1C2C(C(C(O2)CO)O)O)N. Drug 2: C1=CC=C(C=C1)NC(=O)CCCCCCC(=O)NO. Cell line: SK-OV-3. Synergy scores: CSS=8.82, Synergy_ZIP=-3.99, Synergy_Bliss=-3.27, Synergy_Loewe=-2.47, Synergy_HSA=-3.09. (3) Drug 1: C1=C(C(=O)NC(=O)N1)F. Drug 2: CC1CCC2CC(C(=CC=CC=CC(CC(C(=O)C(C(C(=CC(C(=O)CC(OC(=O)C3CCCCN3C(=O)C(=O)C1(O2)O)C(C)CC4CCC(C(C4)OC)O)C)C)O)OC)C)C)C)OC. Cell line: OVCAR-4. Synergy scores: CSS=43.6, Synergy_ZIP=-10.1, Synergy_Bliss=-11.5, Synergy_Loewe=-2.62, Synergy_HSA=-1.72. (4) Drug 1: CN(C)C1=NC(=NC(=N1)N(C)C)N(C)C. Drug 2: C1C(C(OC1N2C=NC3=C(N=C(N=C32)Cl)N)CO)O. Cell line: K-562. Synergy scores: CSS=-2.87, Synergy_ZIP=2.17, Synergy_Bliss=-0.142, Synergy_Loewe=-20.3, Synergy_HSA=-4.17. (5) Drug 1: C1=CC(=CC=C1CCC2=CNC3=C2C(=O)NC(=N3)N)C(=O)NC(CCC(=O)O)C(=O)O. Drug 2: C1=NC2=C(N=C(N=C2N1C3C(C(C(O3)CO)O)F)Cl)N. Cell line: SF-539. Synergy scores: CSS=35.9, Synergy_ZIP=-6.19, Synergy_Bliss=-7.25, Synergy_Loewe=-10.2, Synergy_HSA=-3.14. (6) Drug 1: CN(C)C1=NC(=NC(=N1)N(C)C)N(C)C. Drug 2: CC1=CC=C(C=C1)C2=CC(=NN2C3=CC=C(C=C3)S(=O)(=O)N)C(F)(F)F. Cell line: OVCAR-4. Synergy scores: CSS=4.08, Synergy_ZIP=-0.793, Synergy_Bliss=0.409, Synergy_Loewe=-7.02, Synergy_HSA=-2.83. (7) Drug 1: C1=CC(=CC=C1CCC2=CNC3=C2C(=O)NC(=N3)N)C(=O)NC(CCC(=O)O)C(=O)O. Drug 2: CC=C1C(=O)NC(C(=O)OC2CC(=O)NC(C(=O)NC(CSSCCC=C2)C(=O)N1)C(C)C)C(C)C. Cell line: EKVX. Synergy scores: CSS=59.1, Synergy_ZIP=25.0, Synergy_Bliss=25.6, Synergy_Loewe=8.28, Synergy_HSA=25.2.